Dataset: NCI-60 drug combinations with 297,098 pairs across 59 cell lines. Task: Regression. Given two drug SMILES strings and cell line genomic features, predict the synergy score measuring deviation from expected non-interaction effect. (1) Drug 1: CC(C1=C(C=CC(=C1Cl)F)Cl)OC2=C(N=CC(=C2)C3=CN(N=C3)C4CCNCC4)N. Drug 2: CC1CCC2CC(C(=CC=CC=CC(CC(C(=O)C(C(C(=CC(C(=O)CC(OC(=O)C3CCCCN3C(=O)C(=O)C1(O2)O)C(C)CC4CCC(C(C4)OC)O)C)C)O)OC)C)C)C)OC. Cell line: MOLT-4. Synergy scores: CSS=57.5, Synergy_ZIP=0.500, Synergy_Bliss=0.126, Synergy_Loewe=-2.08, Synergy_HSA=-0.116. (2) Drug 1: C1=NC2=C(N1)C(=S)N=C(N2)N. Drug 2: CC(C)CN1C=NC2=C1C3=CC=CC=C3N=C2N. Cell line: IGROV1. Synergy scores: CSS=22.1, Synergy_ZIP=0.296, Synergy_Bliss=0.477, Synergy_Loewe=-2.09, Synergy_HSA=0.0799. (3) Drug 1: C1CCC(C1)C(CC#N)N2C=C(C=N2)C3=C4C=CNC4=NC=N3. Drug 2: C1=NNC2=C1C(=O)NC=N2. Cell line: SF-539. Synergy scores: CSS=7.33, Synergy_ZIP=-2.13, Synergy_Bliss=-0.722, Synergy_Loewe=-9.10, Synergy_HSA=0.141. (4) Drug 1: C1CCN(CC1)CCOC2=CC=C(C=C2)C(=O)C3=C(SC4=C3C=CC(=C4)O)C5=CC=C(C=C5)O. Drug 2: CCCS(=O)(=O)NC1=C(C(=C(C=C1)F)C(=O)C2=CNC3=C2C=C(C=N3)C4=CC=C(C=C4)Cl)F. Cell line: UACC-257. Synergy scores: CSS=60.5, Synergy_ZIP=0.567, Synergy_Bliss=-0.601, Synergy_Loewe=-5.11, Synergy_HSA=-0.318. (5) Drug 1: C1=CC(=CC=C1CCCC(=O)O)N(CCCl)CCCl. Cell line: NCI-H322M. Drug 2: CS(=O)(=O)OCCCCOS(=O)(=O)C. Synergy scores: CSS=-10.5, Synergy_ZIP=3.52, Synergy_Bliss=-7.55, Synergy_Loewe=-10.2, Synergy_HSA=-12.5. (6) Drug 1: CC1C(C(CC(O1)OC2CC(CC3=C2C(=C4C(=C3O)C(=O)C5=C(C4=O)C(=CC=C5)OC)O)(C(=O)CO)O)N)O.Cl. Drug 2: COC1=C(C=C2C(=C1)N=CN=C2NC3=CC(=C(C=C3)F)Cl)OCCCN4CCOCC4. Cell line: KM12. Synergy scores: CSS=8.74, Synergy_ZIP=0.679, Synergy_Bliss=8.71, Synergy_Loewe=5.13, Synergy_HSA=6.39. (7) Drug 2: C1=NC2=C(N=C(N=C2N1C3C(C(C(O3)CO)O)O)F)N. Synergy scores: CSS=45.0, Synergy_ZIP=-5.85, Synergy_Bliss=-4.39, Synergy_Loewe=-18.8, Synergy_HSA=-3.24. Cell line: SK-MEL-2. Drug 1: COC1=CC(=CC(=C1O)OC)C2C3C(COC3=O)C(C4=CC5=C(C=C24)OCO5)OC6C(C(C7C(O6)COC(O7)C8=CC=CS8)O)O. (8) Drug 1: CC1=CC2C(CCC3(C2CCC3(C(=O)C)OC(=O)C)C)C4(C1=CC(=O)CC4)C. Drug 2: CCC(=C(C1=CC=CC=C1)C2=CC=C(C=C2)OCCN(C)C)C3=CC=CC=C3.C(C(=O)O)C(CC(=O)O)(C(=O)O)O. Cell line: SN12C. Synergy scores: CSS=-0.636, Synergy_ZIP=-1.23, Synergy_Bliss=-4.40, Synergy_Loewe=-2.03, Synergy_HSA=-3.55. (9) Drug 1: COC1=NC(=NC2=C1N=CN2C3C(C(C(O3)CO)O)O)N. Drug 2: C(CC(=O)O)C(=O)CN.Cl. Cell line: SF-268. Synergy scores: CSS=11.8, Synergy_ZIP=-4.00, Synergy_Bliss=0.521, Synergy_Loewe=-3.08, Synergy_HSA=-0.441. (10) Synergy scores: CSS=21.4, Synergy_ZIP=-2.92, Synergy_Bliss=6.03, Synergy_Loewe=-5.47, Synergy_HSA=7.83. Drug 2: C(CC(=O)O)C(=O)CN.Cl. Cell line: K-562. Drug 1: COC1=C(C=C2C(=C1)N=CN=C2NC3=CC(=C(C=C3)F)Cl)OCCCN4CCOCC4.